This data is from TCR-epitope binding with 47,182 pairs between 192 epitopes and 23,139 TCRs. The task is: Binary Classification. Given a T-cell receptor sequence (or CDR3 region) and an epitope sequence, predict whether binding occurs between them. The TCR CDR3 sequence is CSVEGSSRNIQYF. Result: 1 (the TCR binds to the epitope). The epitope is LLQTGIHVRVSQPSL.